Predict the reactants needed to synthesize the given product. From a dataset of Full USPTO retrosynthesis dataset with 1.9M reactions from patents (1976-2016). (1) The reactants are: [N:1]1[CH:6]=[CH:5][CH:4]=[CH:3][C:2]=1[CH2:7][S:8]([NH2:11])(=[O:10])=[O:9].C1C=C(Cl)C=C(C(OO)=[O:20])C=1. Given the product [O-:20][N+:1]1[CH:6]=[CH:5][CH:4]=[CH:3][C:2]=1[CH2:7][S:8]([NH2:11])(=[O:9])=[O:10], predict the reactants needed to synthesize it. (2) Given the product [ClH:25].[Cl:25][C:1]([C:4]1[C:12]2[C:7](=[CH:8][CH:9]=[CH:10][CH:11]=2)[N:6]([C:13]2[CH:14]=[C:15]3[C:20](=[CH:21][CH:22]=2)[N:19]=[CH:18][CH:17]=[CH:16]3)[CH:5]=1)=[O:2], predict the reactants needed to synthesize it. The reactants are: [C:1]([C:4]1[C:12]2[C:7](=[CH:8][CH:9]=[CH:10][CH:11]=2)[N:6]([C:13]2[CH:14]=[C:15]3[C:20](=[CH:21][CH:22]=2)[N:19]=[CH:18][CH:17]=[CH:16]3)[CH:5]=1)(O)=[O:2].S(Cl)([Cl:25])=O.